From a dataset of Forward reaction prediction with 1.9M reactions from USPTO patents (1976-2016). Predict the product of the given reaction. (1) Given the reactants [CH3:1][C:2]([CH3:9])([CH2:7][OH:8])[C:3]([O:5][CH3:6])=[O:4].[C:10]1([CH3:20])[CH:15]=[CH:14][C:13]([S:16](Cl)(=[O:18])=[O:17])=[CH:12][CH:11]=1.N1C=CC=CC=1, predict the reaction product. The product is: [CH3:1][C:2]([CH3:9])([CH2:7][O:8][S:16]([C:13]1[CH:14]=[CH:15][C:10]([CH3:20])=[CH:11][CH:12]=1)(=[O:18])=[O:17])[C:3]([O:5][CH3:6])=[O:4]. (2) Given the reactants [F:1][C:2]1[CH:3]=[C:4]([NH:21][C:22]([NH:24][C:25](=[O:34])[CH2:26][C:27]2[CH:32]=[CH:31][C:30]([F:33])=[CH:29][CH:28]=2)=[S:23])[CH:5]=[CH:6][C:7]=1[O:8]C1C2=C(C)C(OC)=CN2N=CN=1.Cl[C:36]1[N:44]=[CH:43][N:42]=[C:41]2[C:37]=1[N:38]=[C:39]([CH2:52][CH3:53])[N:40]2[CH:45]([CH:49]1[CH2:51][CH2:50]1)[CH:46]1[CH2:48][CH2:47]1.N12CCN(CC1)CC2, predict the reaction product. The product is: [CH:46]1([CH:45]([CH:49]2[CH2:51][CH2:50]2)[N:40]2[C:39]([CH2:52][CH3:53])=[N:38][C:37]3[C:41]2=[N:42][CH:43]=[N:44][C:36]=3[O:8][C:7]2[CH:6]=[CH:5][C:4]([NH:21][C:22]([NH:24][C:25](=[O:34])[CH2:26][C:27]3[CH:32]=[CH:31][C:30]([F:33])=[CH:29][CH:28]=3)=[S:23])=[CH:3][C:2]=2[F:1])[CH2:48][CH2:47]1. (3) Given the reactants C[Si](C)(C)CCOC[C:7]1([CH:23]([OH:30])[C:24]2[CH:29]=[CH:28][CH:27]=[CH:26][CH:25]=2)[CH:11]([S:12]([NH:15][C:16]2[O:20][N:19]=[C:18]([CH3:21])[C:17]=2[CH3:22])(=[O:14])=[O:13])[CH:10]=[CH:9][S:8]1.[F-].[Cs+], predict the reaction product. The product is: [CH3:21][C:18]1[C:17]([CH3:22])=[C:16]([NH:15][S:12]([C:11]2[CH:10]=[CH:9][S:8][C:7]=2[CH:23]([OH:30])[C:24]2[CH:29]=[CH:28][CH:27]=[CH:26][CH:25]=2)(=[O:14])=[O:13])[O:20][N:19]=1. (4) The product is: [CH2:1]([O:3][C:4](=[O:18])[CH2:5][C:6]1[C:14]2[C:9](=[CH:10][CH:11]=[C:12]([OH:15])[CH:13]=2)[N:8]([CH2:27][C:24]2[CH:25]=[CH:26][CH:21]=[CH:22][CH:23]=2)[C:7]=1[CH3:17])[CH3:2]. Given the reactants [CH2:1]([O:3][C:4](=[O:18])[CH2:5][C:6]1[C:14]2[C:9](=[CH:10][CH:11]=[C:12]([O:15]C)[CH:13]=2)[NH:8][C:7]=1[CH3:17])[CH3:2].[H-].[Na+].[CH:21]1[CH:26]=[CH:25][C:24]([CH2:27]Br)=[CH:23][CH:22]=1.B(Br)(Br)Br, predict the reaction product. (5) Given the reactants Br[CH2:2][C:3]([C:5]1[CH:10]=[CH:9][CH:8]=[C:7]([O:11][CH3:12])[CH:6]=1)=[O:4].[C:13]([O:17][C:18](=[O:38])[NH:19][C@H:20]1[CH2:25][CH2:24][CH2:23][N:22]([C:26]2[NH:34][C:33]3[C:32](=[O:35])[NH:31][CH:30]=[N:29][C:28]=3[C:27]=2[C:36]#[N:37])[CH2:21]1)([CH3:16])([CH3:15])[CH3:14].C(=O)([O-])[O-].[K+].[K+], predict the reaction product. The product is: [C:13]([O:17][C:18](=[O:38])[NH:19][C@H:20]1[CH2:25][CH2:24][CH2:23][N:22]([C:26]2[NH:34][C:33]3[C:32](=[O:35])[N:31]([CH2:2][C:3]([C:5]4[CH:10]=[CH:9][CH:8]=[C:7]([O:11][CH3:12])[CH:6]=4)=[O:4])[CH:30]=[N:29][C:28]=3[C:27]=2[C:36]#[N:37])[CH2:21]1)([CH3:16])([CH3:14])[CH3:15].